This data is from Peptide-MHC class I binding affinity with 185,985 pairs from IEDB/IMGT. The task is: Regression. Given a peptide amino acid sequence and an MHC pseudo amino acid sequence, predict their binding affinity value. This is MHC class I binding data. (1) The peptide sequence is LLKWKKTDY. The MHC is HLA-A11:01 with pseudo-sequence HLA-A11:01. The binding affinity (normalized) is 0.0847. (2) The peptide sequence is RRVRDNMTK. The MHC is HLA-B07:02 with pseudo-sequence HLA-B07:02. The binding affinity (normalized) is 0.0847.